Dataset: Reaction yield outcomes from USPTO patents with 853,638 reactions. Task: Predict the reaction yield, written as a fraction of the theoretical maximum amount of product (1.0 means a 100% yield; for example, 0.34 means a 34% yield). The reactants are [Li]CCCC.C(#N)C.[Li].C(#N)C.[CH3:13][C:14]1([S:17][CH2:16]1)[CH3:15].[OH-:18].[Na+].[O:20]1[CH2:24][CH2:23]CC1. The catalyst is O.C(O)C. The product is [SH:17][C:14]([CH3:13])([CH3:15])[CH2:16][CH2:23][C:24]([OH:20])=[O:18]. The yield is 0.390.